Dataset: Peptide-MHC class I binding affinity with 185,985 pairs from IEDB/IMGT. Task: Regression. Given a peptide amino acid sequence and an MHC pseudo amino acid sequence, predict their binding affinity value. This is MHC class I binding data. (1) The peptide sequence is DTRGIFSAY. The MHC is HLA-A33:01 with pseudo-sequence HLA-A33:01. The binding affinity (normalized) is 0.636. (2) The peptide sequence is IEQSLDSWWTSL. The MHC is H-2-Ld with pseudo-sequence H-2-Ld. The binding affinity (normalized) is 0.227. (3) The peptide sequence is MDCTHLEG. The MHC is Mamu-B03 with pseudo-sequence Mamu-B03. The binding affinity (normalized) is 0.